From a dataset of Forward reaction prediction with 1.9M reactions from USPTO patents (1976-2016). Predict the product of the given reaction. Given the reactants Br[C:2]1[CH:3]=[CH:4][C:5]2[NH:6][C:7]3[C:12]([C:13]=2[CH:14]=1)=[CH:11][C:10](Br)=[CH:9][CH:8]=3.[CH:16](/B(O)O)=[CH:17]/[C:18]1[CH:23]=[CH:22][CH:21]=[CH:20][CH:19]=1.C([O-])([O-])=O.[K+].[K+], predict the reaction product. The product is: [CH:16](/[C:2]1[CH:3]=[CH:4][C:5]2[NH:6][C:7]3[C:12]([C:13]=2[CH:14]=1)=[CH:11][C:10](/[CH:5]=[CH:13]/[C:12]1[CH:7]=[CH:8][CH:9]=[CH:10][CH:11]=1)=[CH:9][CH:8]=3)=[CH:17]\[C:18]1[CH:23]=[CH:22][CH:21]=[CH:20][CH:19]=1.